This data is from Forward reaction prediction with 1.9M reactions from USPTO patents (1976-2016). The task is: Predict the product of the given reaction. (1) The product is: [Cl:15][C:16]1[CH:17]=[C:18]([NH:19][C:4]([C:6]2[CH:11]=[C:10]([C:12]#[N:13])[CH:9]=[C:8]([CH3:14])[N:7]=2)=[O:5])[CH:20]=[CH:21][C:22]=1[F:23]. Given the reactants C(O[C:4]([C:6]1[CH:11]=[C:10]([C:12]#[N:13])[CH:9]=[C:8]([CH3:14])[N:7]=1)=[O:5])C.[Cl:15][C:16]1[CH:17]=[C:18]([CH:20]=[CH:21][C:22]=1[F:23])[NH2:19], predict the reaction product. (2) Given the reactants Br[C:2]1[CH:3]=[N:4][CH:5]=[C:6]2[C:11]=1[N:10]=[C:9]([C:12]([NH2:14])=[O:13])[CH:8]=[CH:7]2.[O:15]1[CH2:20][CH:19]=[C:18](B2OC(C)(C)C(C)(C)O2)[CH2:17][CH2:16]1, predict the reaction product. The product is: [O:15]1[CH2:16][CH:17]=[C:18]([C:2]2[CH:3]=[N:4][CH:5]=[C:6]3[C:11]=2[N:10]=[C:9]([C:12]([NH2:14])=[O:13])[CH:8]=[CH:7]3)[CH2:19][CH2:20]1. (3) Given the reactants CCCC[N+](CCCC)(CCCC)CCCC.[F-].[Si]([O:26][CH2:27][CH2:28][C:29]1[C:30]([F:57])=[C:31]([CH:54]=[CH:55][CH:56]=1)[CH2:32][N:33]1[CH2:53][CH2:52][C:36]2([O:41][CH2:40][CH2:39][N:38]([C:42]([C:44]3[N:45]=[C:46]([CH:49]([CH3:51])[CH3:50])[S:47][CH:48]=3)=[O:43])[CH2:37]2)[CH2:35][CH2:34]1)(C(C)(C)C)(C)C, predict the reaction product. The product is: [F:57][C:30]1[C:29]([CH2:28][CH2:27][OH:26])=[CH:56][CH:55]=[CH:54][C:31]=1[CH2:32][N:33]1[CH2:34][CH2:35][C:36]2([O:41][CH2:40][CH2:39][N:38]([C:42]([C:44]3[N:45]=[C:46]([CH:49]([CH3:51])[CH3:50])[S:47][CH:48]=3)=[O:43])[CH2:37]2)[CH2:52][CH2:53]1. (4) Given the reactants C[Si]([N-][Si](C)(C)C)(C)C.[Li+].Cl[CH2:12][C:13](=[CH2:36])[CH2:14][O:15][C:16]1[CH:25]=[CH:24][C:19]([C:20]([O:22][CH3:23])=[O:21])=[CH:18][C:17]=1[CH2:26][S:27]([C:30]1[CH:35]=[CH:34][CH:33]=[CH:32][CH:31]=1)(=[O:29])=[O:28].O.Cl, predict the reaction product. The product is: [CH2:12]=[C:13]1[CH2:36][CH:26]([S:27]([C:30]2[CH:35]=[CH:34][CH:33]=[CH:32][CH:31]=2)(=[O:29])=[O:28])[C:17]2[CH:18]=[C:19]([C:20]([O:22][CH3:23])=[O:21])[CH:24]=[CH:25][C:16]=2[O:15][CH2:14]1.